Regression. Given two drug SMILES strings and cell line genomic features, predict the synergy score measuring deviation from expected non-interaction effect. From a dataset of NCI-60 drug combinations with 297,098 pairs across 59 cell lines. (1) Drug 1: COC1=C(C=C2C(=C1)N=CN=C2NC3=CC(=C(C=C3)F)Cl)OCCCN4CCOCC4. Drug 2: C1CNP(=O)(OC1)N(CCCl)CCCl. Cell line: MCF7. Synergy scores: CSS=14.7, Synergy_ZIP=-2.19, Synergy_Bliss=4.09, Synergy_Loewe=-10.9, Synergy_HSA=3.05. (2) Drug 1: C1=CC(=C2C(=C1NCCNCCO)C(=O)C3=C(C=CC(=C3C2=O)O)O)NCCNCCO. Drug 2: CN(C(=O)NC(C=O)C(C(C(CO)O)O)O)N=O. Cell line: SN12C. Synergy scores: CSS=36.3, Synergy_ZIP=-2.77, Synergy_Bliss=-5.43, Synergy_Loewe=-20.1, Synergy_HSA=-4.01. (3) Drug 1: CCN(CC)CCCC(C)NC1=C2C=C(C=CC2=NC3=C1C=CC(=C3)Cl)OC. Drug 2: N.N.Cl[Pt+2]Cl. Cell line: SR. Synergy scores: CSS=75.6, Synergy_ZIP=-0.463, Synergy_Bliss=-0.682, Synergy_Loewe=0.109, Synergy_HSA=1.62. (4) Drug 1: C1=CC(=C2C(=C1NCCNCCO)C(=O)C3=C(C=CC(=C3C2=O)O)O)NCCNCCO. Drug 2: C1=NC2=C(N1)C(=S)N=CN2. Cell line: SK-MEL-28. Synergy scores: CSS=36.4, Synergy_ZIP=-8.74, Synergy_Bliss=-5.30, Synergy_Loewe=-26.4, Synergy_HSA=-4.42. (5) Drug 1: C1=CC(=CC=C1C#N)C(C2=CC=C(C=C2)C#N)N3C=NC=N3. Drug 2: C1=NC2=C(N1)C(=S)N=CN2. Cell line: CCRF-CEM. Synergy scores: CSS=30.2, Synergy_ZIP=0.572, Synergy_Bliss=4.06, Synergy_Loewe=-4.91, Synergy_HSA=4.46. (6) Drug 1: CC12CCC3C(C1CCC2=O)CC(=C)C4=CC(=O)C=CC34C. Drug 2: CC1OCC2C(O1)C(C(C(O2)OC3C4COC(=O)C4C(C5=CC6=C(C=C35)OCO6)C7=CC(=C(C(=C7)OC)O)OC)O)O. Cell line: NCI-H522. Synergy scores: CSS=39.6, Synergy_ZIP=5.42, Synergy_Bliss=5.70, Synergy_Loewe=4.88, Synergy_HSA=7.84. (7) Cell line: NCI-H522. Drug 1: CC1=C(C(CCC1)(C)C)C=CC(=CC=CC(=CC(=O)O)C)C. Drug 2: C1CC(C1)(C(=O)O)C(=O)O.[NH2-].[NH2-].[Pt+2]. Synergy scores: CSS=20.1, Synergy_ZIP=-6.70, Synergy_Bliss=-3.65, Synergy_Loewe=-2.60, Synergy_HSA=-2.08.